Dataset: Catalyst prediction with 721,799 reactions and 888 catalyst types from USPTO. Task: Predict which catalyst facilitates the given reaction. (1) Reactant: [CH2:1]([C:8]1[S:12][C:11]([NH2:13])=[CH:10][C:9]=1[C:14]1[CH:19]=[CH:18][CH:17]=[CH:16][CH:15]=1)[C:2]1[CH:7]=[CH:6][CH:5]=[CH:4][CH:3]=1.[CH2:20]([O:22][C:23]1[CH:28]=[CH:27][C:26]([C:29](=[O:35])[CH2:30][CH2:31][C:32](O)=[O:33])=[CH:25][CH:24]=1)[CH3:21].C1C=CC2N(O)N=NC=2C=1.CCN=C=NCCCN(C)C. The catalyst class is: 47. Product: [CH2:1]([C:8]1[S:12][C:11]([NH:13][C:32](=[O:33])[CH2:31][CH2:30][C:29]([C:26]2[CH:25]=[CH:24][C:23]([O:22][CH2:20][CH3:21])=[CH:28][CH:27]=2)=[O:35])=[CH:10][C:9]=1[C:14]1[CH:19]=[CH:18][CH:17]=[CH:16][CH:15]=1)[C:2]1[CH:3]=[CH:4][CH:5]=[CH:6][CH:7]=1. (2) Reactant: [C:1]([O:5][C:6]1[N:11]=[C:10]([O:12][C:13]([CH3:16])([CH3:15])[CH3:14])[C:9](OB(O)O)=[CH:8][N:7]=1)([CH3:4])([CH3:3])[CH3:2].C(=O)([O-])O.[Na+].[C:26]([O:30][C:31](=[O:61])[CH2:32][N:33]([S:50]([C:53]1[CH:58]=[C:57]([Cl:59])[CH:56]=[C:55]([Cl:60])[CH:54]=1)(=[O:52])=[O:51])[C:34]1[CH:35]=[C:36]2[C:40](=[CH:41][CH:42]=1)[N:39]([C:43]1[CH:48]=[C:47](I)[N:46]=[CH:45][N:44]=1)[CH:38]=[CH:37]2)([CH3:29])([CH3:28])[CH3:27]. Product: [C:26]([O:30][C:31](=[O:61])[CH2:32][N:33]([C:34]1[CH:35]=[C:36]2[C:40](=[CH:41][CH:42]=1)[N:39]([C:43]1[N:44]=[CH:45][N:46]=[C:47]([C:9]3[C:10]([O:12][C:13]([CH3:16])([CH3:15])[CH3:14])=[N:11][C:6]([O:5][C:1]([CH3:4])([CH3:3])[CH3:2])=[N:7][CH:8]=3)[CH:48]=1)[CH:38]=[CH:37]2)[S:50]([C:53]1[CH:58]=[C:57]([Cl:59])[CH:56]=[C:55]([Cl:60])[CH:54]=1)(=[O:51])=[O:52])([CH3:29])([CH3:27])[CH3:28]. The catalyst class is: 853. (3) Reactant: Cl[CH2:2][C:3]1[N:7]([C:8]2[CH:13]=[CH:12][CH:11]=[C:10]([C:14]([F:17])([F:16])[F:15])[CH:9]=2)[N:6]=[N:5][N:4]=1.Cl.[C:19]1(=[O:29])[C:23]2([CH2:28][CH2:27][NH:26][CH2:25][CH2:24]2)[CH2:22][CH2:21][NH:20]1.C(N(CC)CC)C. Product: [F:15][C:14]([F:17])([F:16])[C:10]1[CH:9]=[C:8]([N:7]2[C:3]([CH2:2][N:26]3[CH2:27][CH2:28][C:23]4([C:19](=[O:29])[NH:20][CH2:21][CH2:22]4)[CH2:24][CH2:25]3)=[N:4][N:5]=[N:6]2)[CH:13]=[CH:12][CH:11]=1. The catalyst class is: 10. (4) Reactant: Cl[C:2]1[C:7]([C:8]2[CH:9]=[CH:10][C:11]3[N:12]([C:14]([C:17]#[N:18])=[CH:15][N:16]=3)[CH:13]=2)=[CH:6][C:5]([F:19])=[CH:4][N:3]=1.[CH3:20][C:21]1[CH:26]=[CH:25][CH:24]=[C:23]([Sn](CCCC)(CCCC)CCCC)[N:22]=1. Product: [F:19][C:5]1[CH:6]=[C:7]([C:8]2[CH:9]=[CH:10][C:11]3[N:12]([C:14]([C:17]#[N:18])=[CH:15][N:16]=3)[CH:13]=2)[C:2]([C:23]2[CH:24]=[CH:25][CH:26]=[C:21]([CH3:20])[N:22]=2)=[N:3][CH:4]=1. The catalyst class is: 12. (5) Reactant: Br[C:2]1[CH:3]=[C:4]([CH3:10])[C:5](=[O:9])[N:6]([CH3:8])[CH:7]=1.[Cl-].[Li+].C([Mg]Cl)(C)C.[Br:18][C:19]1[CH:20]=[C:21]([C:26]([C:34]2[CH:39]=[CH:38][CH:37]=[C:36]([F:40])[C:35]=2[C:41]#[N:42])=[N:27]S(C(C)(C)C)=O)[CH:22]=[CH:23][C:24]=1[F:25].Cl.CO. Product: [NH2:42][C:41]1[C:35]2[C:34](=[CH:39][CH:38]=[CH:37][C:36]=2[F:40])[C:26]([C:2]2[CH:3]=[C:4]([CH3:10])[C:5](=[O:9])[N:6]([CH3:8])[CH:7]=2)([C:21]2[CH:22]=[CH:23][C:24]([F:25])=[C:19]([Br:18])[CH:20]=2)[N:27]=1. The catalyst class is: 1.